Dataset: Reaction yield outcomes from USPTO patents with 853,638 reactions. Task: Predict the reaction yield, written as a fraction of the theoretical maximum amount of product (1.0 means a 100% yield; for example, 0.34 means a 34% yield). (1) The reactants are Br[C:2]1[C:7]([C:8]([F:11])([F:10])[F:9])=[CH:6][C:5]([NH:12][C:13]2[N:17]=[C:16]([NH2:18])[NH:15][N:14]=2)=[CH:4][C:3]=1[Cl:19].CN1C(C)(C)CC(SC2C=CC(B3OC(C)(C)C(C)(C)O3)=CC=2)CC1(C)C.[F:47][C:48]1([F:72])[CH2:53][CH2:52][N:51]([S:54]([C:57]2[CH:62]=[CH:61][C:60](B3OC(C)(C)C(C)(C)O3)=[CH:59][CH:58]=2)(=[O:56])=[O:55])[CH2:50][CH2:49]1.C([O-])([O-])=O.[K+].[K+]. The catalyst is O1CCOCC1.COCCOC.C1C=CC([P]([Pd]([P](C2C=CC=CC=2)(C2C=CC=CC=2)C2C=CC=CC=2)([P](C2C=CC=CC=2)(C2C=CC=CC=2)C2C=CC=CC=2)[P](C2C=CC=CC=2)(C2C=CC=CC=2)C2C=CC=CC=2)(C2C=CC=CC=2)C2C=CC=CC=2)=CC=1. The product is [Cl:19][C:3]1[CH:4]=[C:5]([NH:12][C:13]2[N:17]=[C:16]([NH2:18])[NH:15][N:14]=2)[CH:6]=[C:7]([C:8]([F:11])([F:10])[F:9])[C:2]=1[C:60]1[CH:59]=[CH:58][C:57]([S:54]([N:51]2[CH2:52][CH2:53][C:48]([F:47])([F:72])[CH2:49][CH2:50]2)(=[O:56])=[O:55])=[CH:62][CH:61]=1. The yield is 0.200. (2) The reactants are [C:1](Cl)(=O)C(Cl)=O.[Br:7][C:8]1[C:16]([O:17][C:18]2[CH:23]=[CH:22][C:21]([F:24])=[CH:20][C:19]=2[F:25])=[CH:15][C:11]([C:12]([OH:14])=[O:13])=[C:10]([N+:26]([O-:28])=[O:27])[CH:9]=1.CO. The catalyst is CN(C)C=O.ClCCl. The product is [Br:7][C:8]1[C:16]([O:17][C:18]2[CH:23]=[CH:22][C:21]([F:24])=[CH:20][C:19]=2[F:25])=[CH:15][C:11]([C:12]([O:14][CH3:1])=[O:13])=[C:10]([N+:26]([O-:28])=[O:27])[CH:9]=1. The yield is 0.960. (3) The reactants are Br.COC(=O)[NH:5][CH2:6][C@H:7]([CH2:12][C:13](=[O:23])N[C@H](C1C=CC=CC=1)C)[CH2:8][CH:9]([CH3:11])[CH3:10].[OH-:25].[Na+]. The catalyst is O. The product is [CH3:11][CH:9]([CH2:8][C@H:7]([CH2:6][NH2:5])[CH2:12][C:13]([OH:23])=[O:25])[CH3:10]. The yield is 0.510. (4) The reactants are C([O:3][C:4]([CH:6]1[CH2:11][CH2:10][N:9]([C:12]([C:14]2([CH3:17])[CH2:16][CH2:15]2)=[O:13])[CH2:8][CH2:7]1)=[O:5])C.C1COCC1.CCO.O[Li].O. The catalyst is O. The product is [CH3:17][C:14]1([C:12]([N:9]2[CH2:8][CH2:7][CH:6]([C:4]([OH:5])=[O:3])[CH2:11][CH2:10]2)=[O:13])[CH2:15][CH2:16]1. The yield is 0.860. (5) The reactants are Cl.[CH3:2][NH:3][O:4][CH3:5].CCN(C(C)C)C(C)C.C[Al](C)C.[F:19][C:20]1[CH:25]=[C:24]([I:26])[CH:23]=[CH:22][C:21]=1[N:27]1[CH:32]=[C:31]([O:33][CH3:34])[C:30](=[O:35])[C:29]([C:36]([O:38]C)=O)=[N:28]1. The catalyst is C(Cl)Cl. The product is [F:19][C:20]1[CH:25]=[C:24]([I:26])[CH:23]=[CH:22][C:21]=1[N:27]1[CH:32]=[C:31]([O:33][CH3:34])[C:30](=[O:35])[C:29]([C:36]([N:3]([O:4][CH3:5])[CH3:2])=[O:38])=[N:28]1. The yield is 0.770. (6) The reactants are [F:1][C:2]1[CH:7]=[CH:6][C:5]([OH:8])=[CH:4][CH:3]=1.[C:9](O)([CH3:12])([CH3:11])[CH3:10].S(=O)(=O)(O)O. The catalyst is C(Cl)Cl. The product is [C:9]([C:6]1[CH:7]=[C:2]([F:1])[CH:3]=[CH:4][C:5]=1[OH:8])([CH3:12])([CH3:11])[CH3:10]. The yield is 0.420. (7) The reactants are C(O[C:4](=[N:6][C:7](=O)[C:8]1[CH:13]=[CH:12][C:11]([O:14][CH3:15])=[CH:10][CH:9]=1)[CH3:5])C.[NH:17]([C:19]1[N:24]=[CH:23][C:22]([S:25]([NH2:28])(=[O:27])=[O:26])=[CH:21][CH:20]=1)[NH2:18].O. The catalyst is ClCCl.CO. The product is [CH3:15][O:14][C:11]1[CH:10]=[CH:9][C:8]([C:7]2[N:17]([C:19]3[N:24]=[CH:23][C:22]([S:25]([NH2:28])(=[O:27])=[O:26])=[CH:21][CH:20]=3)[N:18]=[C:4]([CH3:5])[N:6]=2)=[CH:13][CH:12]=1. The yield is 0.550.